Dataset: Full USPTO retrosynthesis dataset with 1.9M reactions from patents (1976-2016). Task: Predict the reactants needed to synthesize the given product. Given the product [Cl:22][C:19]1[CH:20]=[CH:21][C:16]([N:7]2[CH2:8][CH2:9][C:10]3=[N:14][N:13]=[C:12]([CH3:15])[N:11]3[C:5]3[CH:4]=[CH:3][C:2]([C:29]4[N:34]=[CH:33][CH:32]=[CH:31][N:30]=4)=[CH:23][C:6]2=3)=[CH:17][CH:18]=1, predict the reactants needed to synthesize it. The reactants are: Br[C:2]1[CH:3]=[CH:4][C:5]2[N:11]3[C:12]([CH3:15])=[N:13][N:14]=[C:10]3[CH2:9][CH2:8][N:7]([C:16]3[CH:21]=[CH:20][C:19]([Cl:22])=[CH:18][CH:17]=3)[C:6]=2[CH:23]=1.C([Sn](CCCC)(CCCC)[C:29]1[N:34]=[CH:33][CH:32]=[CH:31][N:30]=1)CCC.[Cl-].[Li+].